From a dataset of Full USPTO retrosynthesis dataset with 1.9M reactions from patents (1976-2016). Predict the reactants needed to synthesize the given product. (1) The reactants are: [CH3:1][O:2][C:3](=[O:29])[C:4]1[CH:9]=[C:8]([C:10]2[CH:15]=[C:14]([S:16][C:17]3[CH:22]=[CH:21][CH:20]=[C:19]([OH:23])[CH:18]=3)[N:13]=[C:12]([NH2:24])[N:11]=2)[C:7]([CH3:25])=[CH:6][C:5]=1[O:26][CH2:27][CH3:28].C(=O)([O-])[O-].[Cs+].[Cs+].CN(C)C=O.[C:41]([O:45][C:46](=[O:52])[NH:47][CH2:48][CH2:49][CH2:50]Br)([CH3:44])([CH3:43])[CH3:42]. Given the product [CH3:1][O:2][C:3](=[O:29])[C:4]1[CH:9]=[C:8]([C:10]2[CH:15]=[C:14]([S:16][C:17]3[CH:22]=[CH:21][CH:20]=[C:19]([O:23][CH2:50][CH2:49][CH2:48][NH:47][C:46]([O:45][C:41]([CH3:42])([CH3:44])[CH3:43])=[O:52])[CH:18]=3)[N:13]=[C:12]([NH2:24])[N:11]=2)[C:7]([CH3:25])=[CH:6][C:5]=1[O:26][CH2:27][CH3:28], predict the reactants needed to synthesize it. (2) Given the product [NH2:8][C:5]1[N:6]=[CH:7][C:2]([C:33]2[CH:32]=[C:30]([NH:31][C:46](=[O:47])[CH2:45][NH2:43])[CH:29]=[CH:28][CH:34]=2)=[N:3][C:4]=1[C:9]1[N:10]([CH2:18][CH3:19])[C:11]2[CH:16]=[CH:15][N:14]=[CH:13][C:12]=2[N:17]=1, predict the reactants needed to synthesize it. The reactants are: Br[C:2]1[N:3]=[C:4]([C:9]2[N:10]([CH2:18][CH3:19])[C:11]3[CH:16]=[CH:15][N:14]=[CH:13][C:12]=3[N:17]=2)[C:5]([NH2:8])=[N:6][CH:7]=1.CC1(C)C(C)(C)OB([C:28]2[CH:29]=[C:30]([CH:32]=[CH:33][CH:34]=2)[NH2:31])O1.C([O-])([O-])=O.[Na+].[Na+].O.[NH2:43]N.[CH3:45][CH2:46][OH:47]. (3) Given the product [ClH:1].[NH2:6][CH2:5][CH2:4][C:3]1[CH:14]=[CH:15][C:16]([C:18]2[C:19]3[C:20]4[CH:34]=[CH:33][S:32][C:21]=4[C:22](=[O:31])[NH:23][C:24]=3[C:25]([CH3:30])=[CH:26][C:27]=2[O:28][CH3:29])=[CH:17][C:2]=1[Cl:1], predict the reactants needed to synthesize it. The reactants are: [Cl:1][C:2]1[CH:17]=[C:16]([C:18]2[C:19]3[C:20]4[CH:34]=[CH:33][S:32][C:21]=4[C:22](=[O:31])[NH:23][C:24]=3[C:25]([CH3:30])=[CH:26][C:27]=2[O:28][CH3:29])[CH:15]=[CH:14][C:3]=1[CH2:4][CH2:5][NH:6]C(=O)OC(C)(C)C.C(O)(C(F)(F)F)=O. (4) Given the product [CH3:52][CH:51]([CH3:56])[C@H:49]([NH:48][C:25](=[O:26])[O:27][CH3:30])[C:14]([NH:13][NH:12][CH2:11][C:10]1[CH:9]=[CH:8][C:7]([C:2]2[CH:3]=[CH:4][CH:5]=[CH:6][N:1]=2)=[CH:22][CH:21]=1)=[O:16], predict the reactants needed to synthesize it. The reactants are: [N:1]1[CH:6]=[CH:5][CH:4]=[CH:3][C:2]=1[C:7]1[CH:22]=[CH:21][C:10]([CH2:11][NH:12][NH:13][C:14]([O:16]C(C)(C)C)=O)=[CH:9][CH:8]=1.FC(F)(F)[C:25]([OH:27])=[O:26].[CH:30](N(C(C)C)CC)(C)C.CCOP(O[N:48]1N=N[C:52]2C=CC=[CH:56][C:51]=2[C:49]1=O)(OCC)=O. (5) Given the product [CH3:14][N:13]1[C:12]2[CH:11]=[CH:10][C:4]([C:5]([O:7][CH2:8][CH3:9])=[O:6])=[CH:3][C:2]=2[N:1]=[CH:17]1, predict the reactants needed to synthesize it. The reactants are: [NH2:1][C:2]1[CH:3]=[C:4]([CH:10]=[CH:11][C:12]=1[NH:13][CH3:14])[C:5]([O:7][CH2:8][CH3:9])=[O:6].O.N.[CH:17](O)=O. (6) Given the product [CH:12]1([NH:15][C:16]([C:18]2[CH:19]=[C:20]([F:39])[C:21]([CH3:38])=[C:22]([C:24]3[N+:25]([O-:9])=[CH:26][C:27]([C:28]([NH:30][C:31]([CH3:33])([CH3:32])[CH2:34][CH3:35])=[O:29])=[CH:36][CH:37]=3)[CH:23]=2)=[O:17])[CH2:14][CH2:13]1, predict the reactants needed to synthesize it. The reactants are: C1C=C(Cl)C=C(C(OO)=[O:9])C=1.[CH:12]1([NH:15][C:16]([C:18]2[CH:19]=[C:20]([F:39])[C:21]([CH3:38])=[C:22]([C:24]3[CH:37]=[CH:36][C:27]([C:28]([NH:30][C:31]([CH2:34][CH3:35])([CH3:33])[CH3:32])=[O:29])=[CH:26][N:25]=3)[CH:23]=2)=[O:17])[CH2:14][CH2:13]1. (7) The reactants are: [NH2:1][C:2]1[N:7]=[C:6]([C:8]2[CH:16]=[C:15]3[C:11]([C:12]([NH2:17])=[N:13][NH:14]3)=[CH:10][CH:9]=2)[CH:5]=[C:4](SC)[N:3]=1.OO.O1CCOCC1.[NH:28]1[CH2:33][CH2:32][S:31][CH2:30][CH2:29]1. Given the product [NH2:1][C:2]1[N:7]=[C:6]([C:8]2[CH:16]=[C:15]3[C:11]([C:12]([NH2:17])=[N:13][NH:14]3)=[CH:10][CH:9]=2)[CH:5]=[C:4]([N:28]2[CH2:33][CH2:32][S:31][CH2:30][CH2:29]2)[N:3]=1, predict the reactants needed to synthesize it. (8) Given the product [Cl:6][C:7]1[CH:8]=[N:9][N:10]([C:12]([CH3:16])([CH3:15])[C:13](=[NH:14])[O:1][CH2:2][CH3:3])[CH:11]=1, predict the reactants needed to synthesize it. The reactants are: [O-:1][CH2:2][CH3:3].[Na+].[Na].[Cl:6][C:7]1[CH:8]=[N:9][N:10]([C:12]([CH3:16])([CH3:15])[C:13]#[N:14])[CH:11]=1. (9) Given the product [CH2:28]([O:27][C:26]([NH:25][C@@H:21]([CH:22]([CH3:24])[CH3:23])[C@@H:19]([OH:20])[CH2:14][C:13]([O:16][CH2:17][CH3:18])=[O:15])=[O:35])[C:29]1[CH:34]=[CH:33][CH:32]=[CH:31][CH:30]=1.[CH2:28]([O:27][C:26]([NH:25][CH:37]([CH:13]([OH:15])[CH2:14][CH:5]([CH3:6])[CH3:7])[C:36]([O-:39])=[O:38])=[O:35])[C:29]1[CH:34]=[CH:33][CH:32]=[CH:31][CH:30]=1, predict the reactants needed to synthesize it. The reactants are: C(N[CH:5]([CH3:7])[CH3:6])(C)C.C([Li])CCC.[C:13]([O:16][CH2:17][CH3:18])(=[O:15])[CH3:14].[CH:19]([C@@H:21]([NH:25][C:26](=[O:35])[O:27][CH2:28][C:29]1[CH:34]=[CH:33][CH:32]=[CH:31][CH:30]=1)[CH:22]([CH3:24])[CH3:23])=[O:20].[C:36]([OH:39])(=[O:38])[CH3:37]. (10) Given the product [Br:22][C:12]1[N:11]([C:15]([O:17][C:18]([CH3:21])([CH3:20])[CH3:19])=[O:16])[C:10]([C:2]2[S:1][C:5]3[CH:6]=[CH:7][CH:8]=[CH:9][C:4]=3[N:3]=2)=[CH:14][CH:13]=1, predict the reactants needed to synthesize it. The reactants are: [S:1]1[C:5]2[CH:6]=[CH:7][CH:8]=[CH:9][C:4]=2[N:3]=[C:2]1[C:10]1[N:11]([C:15]([O:17][C:18]([CH3:21])([CH3:20])[CH3:19])=[O:16])[CH:12]=[CH:13][CH:14]=1.[Br:22]N1C(=O)CCC1=O.O.